This data is from NCI-60 drug combinations with 297,098 pairs across 59 cell lines. The task is: Regression. Given two drug SMILES strings and cell line genomic features, predict the synergy score measuring deviation from expected non-interaction effect. (1) Drug 1: CC1C(C(CC(O1)OC2CC(CC3=C2C(=C4C(=C3O)C(=O)C5=C(C4=O)C(=CC=C5)OC)O)(C(=O)CO)O)N)O.Cl. Drug 2: CC(C)NC(=O)C1=CC=C(C=C1)CNNC.Cl. Cell line: IGROV1. Synergy scores: CSS=-1.09, Synergy_ZIP=2.46, Synergy_Bliss=5.12, Synergy_Loewe=0.916, Synergy_HSA=2.03. (2) Drug 1: CC(C1=C(C=CC(=C1Cl)F)Cl)OC2=C(N=CC(=C2)C3=CN(N=C3)C4CCNCC4)N. Drug 2: CC1C(C(=O)NC(C(=O)N2CCCC2C(=O)N(CC(=O)N(C(C(=O)O1)C(C)C)C)C)C(C)C)NC(=O)C3=C4C(=C(C=C3)C)OC5=C(C(=O)C(=C(C5=N4)C(=O)NC6C(OC(=O)C(N(C(=O)CN(C(=O)C7CCCN7C(=O)C(NC6=O)C(C)C)C)C)C(C)C)C)N)C. Cell line: EKVX. Synergy scores: CSS=10.7, Synergy_ZIP=6.16, Synergy_Bliss=14.4, Synergy_Loewe=13.8, Synergy_HSA=13.3. (3) Drug 1: C1=CC(=CC=C1C#N)C(C2=CC=C(C=C2)C#N)N3C=NC=N3. Drug 2: CC12CCC3C(C1CCC2O)C(CC4=C3C=CC(=C4)O)CCCCCCCCCS(=O)CCCC(C(F)(F)F)(F)F. Cell line: RXF 393. Synergy scores: CSS=2.12, Synergy_ZIP=-1.54, Synergy_Bliss=-1.86, Synergy_Loewe=-3.43, Synergy_HSA=-2.13. (4) Drug 1: CC1=C(C=C(C=C1)C(=O)NC2=CC(=CC(=C2)C(F)(F)F)N3C=C(N=C3)C)NC4=NC=CC(=N4)C5=CN=CC=C5. Drug 2: CC1=C(N=C(N=C1N)C(CC(=O)N)NCC(C(=O)N)N)C(=O)NC(C(C2=CN=CN2)OC3C(C(C(C(O3)CO)O)O)OC4C(C(C(C(O4)CO)O)OC(=O)N)O)C(=O)NC(C)C(C(C)C(=O)NC(C(C)O)C(=O)NCCC5=NC(=CS5)C6=NC(=CS6)C(=O)NCCC[S+](C)C)O. Cell line: OVCAR3. Synergy scores: CSS=8.62, Synergy_ZIP=0.524, Synergy_Bliss=0.280, Synergy_Loewe=-10.4, Synergy_HSA=-2.15. (5) Drug 1: COC1=CC(=CC(=C1O)OC)C2C3C(COC3=O)C(C4=CC5=C(C=C24)OCO5)OC6C(C(C7C(O6)COC(O7)C8=CC=CS8)O)O. Drug 2: CC1=C(C=C(C=C1)NC(=O)C2=CC=C(C=C2)CN3CCN(CC3)C)NC4=NC=CC(=N4)C5=CN=CC=C5. Cell line: KM12. Synergy scores: CSS=23.9, Synergy_ZIP=-5.73, Synergy_Bliss=-1.95, Synergy_Loewe=-23.0, Synergy_HSA=-3.91. (6) Drug 1: CC1=C(C(=CC=C1)Cl)NC(=O)C2=CN=C(S2)NC3=CC(=NC(=N3)C)N4CCN(CC4)CCO. Drug 2: C1CN1C2=NC(=NC(=N2)N3CC3)N4CC4. Cell line: SK-OV-3. Synergy scores: CSS=45.1, Synergy_ZIP=-6.26, Synergy_Bliss=-2.61, Synergy_Loewe=-10.9, Synergy_HSA=2.02. (7) Drug 1: CC1=CC=C(C=C1)C2=CC(=NN2C3=CC=C(C=C3)S(=O)(=O)N)C(F)(F)F. Drug 2: COC1=C2C(=CC3=C1OC=C3)C=CC(=O)O2. Cell line: SK-OV-3. Synergy scores: CSS=-1.12, Synergy_ZIP=2.84, Synergy_Bliss=-0.223, Synergy_Loewe=-4.12, Synergy_HSA=-4.67. (8) Drug 1: CC1=C2C(C(=O)C3(C(CC4C(C3C(C(C2(C)C)(CC1OC(=O)C(C(C5=CC=CC=C5)NC(=O)C6=CC=CC=C6)O)O)OC(=O)C7=CC=CC=C7)(CO4)OC(=O)C)O)C)OC(=O)C. Synergy scores: CSS=1.12, Synergy_ZIP=-1.13, Synergy_Bliss=-2.90, Synergy_Loewe=1.60, Synergy_HSA=-2.08. Cell line: UO-31. Drug 2: CNC(=O)C1=NC=CC(=C1)OC2=CC=C(C=C2)NC(=O)NC3=CC(=C(C=C3)Cl)C(F)(F)F.